From a dataset of Reaction yield outcomes from USPTO patents with 853,638 reactions. Predict the reaction yield, written as a fraction of the theoretical maximum amount of product (1.0 means a 100% yield; for example, 0.34 means a 34% yield). (1) The reactants are [CH:1]1([NH2:4])[CH2:3][CH2:2]1.[Cl:5][C:6]1[CH:10]=[C:9]([C:11](Cl)=[O:12])[NH:8][C:7]=1[C:14]([O:16][CH3:17])=[O:15]. The catalyst is C1COCC1. The product is [Cl:5][C:6]1[CH:10]=[C:9]([C:11]([NH:4][CH:1]2[CH2:3][CH2:2]2)=[O:12])[NH:8][C:7]=1[C:14]([O:16][CH3:17])=[O:15]. The yield is 0.700. (2) The reactants are [CH2:1]([O:3][C:4]1[C:13]2[C:8](=[CH:9][CH:10]=[C:11]([CH2:14][OH:15])[CH:12]=2)[N:7]=[CH:6][C:5]=1[S:16]([CH3:19])(=[O:18])=[O:17])[CH3:2]. The catalyst is ClCCl.[O-2].[Mn+2]. The product is [CH2:1]([O:3][C:4]1[C:13]2[C:8](=[CH:9][CH:10]=[C:11]([CH:14]=[O:15])[CH:12]=2)[N:7]=[CH:6][C:5]=1[S:16]([CH3:19])(=[O:18])=[O:17])[CH3:2]. The yield is 0.550. (3) The reactants are [CH:1]1([N:7]([CH3:31])[C:8]([C:10]2[CH:30]=[CH:29][C:13]3[N:14]([CH2:25][CH2:26][CH2:27][OH:28])[C:15]([NH:17][C:18]([C:20]4[S:21][CH:22]=[CH:23][CH:24]=4)=[O:19])=[N:16][C:12]=3[CH:11]=2)=[O:9])[CH2:6][CH2:5][CH2:4][CH2:3][CH2:2]1.[C:32](OC(=O)C)(=[O:34])[CH3:33].C(N(CC)CC)C. The catalyst is C1COCC1. The product is [CH:1]1([N:7]([CH3:31])[C:8]([C:10]2[CH:30]=[CH:29][C:13]3[N:14]([CH2:25][CH2:26][CH2:27][O:28][C:32](=[O:34])[CH3:33])[C:15]([NH:17][C:18]([C:20]4[S:21][CH:22]=[CH:23][CH:24]=4)=[O:19])=[N:16][C:12]=3[CH:11]=2)=[O:9])[CH2:2][CH2:3][CH2:4][CH2:5][CH2:6]1. The yield is 0.650. (4) The reactants are Cl.[C:2](Cl)(=[O:9])[C:3]1[CH:8]=[CH:7][CH:6]=[N:5][CH:4]=1.[F:11][C:12]1[C:17]([F:18])=[CH:16][N:15]=[C:14]2[NH:19][CH:20]=[C:21]([NH2:22])[C:13]=12. The catalyst is N1C=CC=CC=1. The product is [F:11][C:12]1[C:17]([F:18])=[CH:16][N:15]=[C:14]2[NH:19][CH:20]=[C:21]([NH:22][C:2](=[O:9])[C:3]3[CH:8]=[CH:7][CH:6]=[N:5][CH:4]=3)[C:13]=12. The yield is 0.920.